The task is: Predict the reaction yield, written as a fraction of the theoretical maximum amount of product (1.0 means a 100% yield; for example, 0.34 means a 34% yield).. This data is from Reaction yield outcomes from USPTO patents with 853,638 reactions. (1) The catalyst is C(Cl)Cl. The product is [CH2:1]([O:8][C:9](=[O:14])[NH:10][CH2:11][CH:12]1[CH2:13][O:23]1)[C:2]1[CH:7]=[CH:6][CH:5]=[CH:4][CH:3]=1. The reactants are [CH2:1]([O:8][C:9](=[O:14])[NH:10][CH2:11][CH:12]=[CH2:13])[C:2]1[CH:7]=[CH:6][CH:5]=[CH:4][CH:3]=1.C1C=C(Cl)C=C(C(OO)=[O:23])C=1.[OH-].[Na+]. The yield is 0.710. (2) The reactants are CN(C)[CH:3]=[C:4]([C:14]1[CH:19]=[CH:18][N:17]=[CH:16][CH:15]=1)[C:5]([C:7]1[CH:12]=[CH:11][C:10]([F:13])=[CH:9][CH:8]=1)=O.[C:21]([CH2:23][C:24]([NH2:26])=[O:25])#[N:22].C[O-].[Na+]. The catalyst is CN(C=O)C. The product is [F:13][C:10]1[CH:9]=[CH:8][C:7]([C:5]2[C:4]([C:14]3[CH:15]=[CH:16][N:17]=[CH:18][CH:19]=3)=[CH:3][C:23]([C:21]#[N:22])=[C:24]([OH:25])[N:26]=2)=[CH:12][CH:11]=1. The yield is 0.480. (3) The reactants are [Cl:1][C:2]1[C:3]([C:9]([NH:11][S:12]([C:15]2[CH:20]=[CH:19][CH:18]=[C:17]([N+:21]([O-])=O)[N:16]=2)(=[O:14])=[O:13])=[O:10])=[N:4][CH:5]=[C:6]([Cl:8])[N:7]=1.Cl. The catalyst is C1COCC1.CCO.[Fe]. The product is [NH2:21][C:17]1[N:16]=[C:15]([S:12]([NH:11][C:9]([C:3]2[C:2]([Cl:1])=[N:7][C:6]([Cl:8])=[CH:5][N:4]=2)=[O:10])(=[O:13])=[O:14])[CH:20]=[CH:19][CH:18]=1. The yield is 0.530. (4) The reactants are [Cl:1][C:2]1[CH:9]=[CH:8][C:5]([CH:6]=[O:7])=[C:4](F)[CH:3]=1.[CH3:11][O-:12].[Na+]. No catalyst specified. The product is [Cl:1][C:2]1[CH:9]=[CH:8][C:5]([CH:6]=[O:7])=[C:4]([O:12][CH3:11])[CH:3]=1. The yield is 0.775. (5) The product is [Cl:57][C:58]1[CH:59]=[C:60]([CH:75]=[CH:76][C:77]=1[O:78][CH:79]([CH3:81])[CH3:80])[C:34]([NH:33][C@@H:13]([CH2:14][C:15]1[CH:20]=[CH:19][C:18]([C:21]2[N:22]=[C:23]3[C:28]([CH:29]([OH:31])[CH3:30])=[CH:27][CH:26]=[CH:25][N:24]3[CH:32]=2)=[CH:17][CH:16]=1)[CH2:12][N:3]1[C:2](=[O:1])[C:10]2[C:5](=[CH:6][CH:7]=[CH:8][CH:9]=2)[C:4]1=[O:11])=[O:40]. The reactants are [O:1]=[C:2]1[C:10]2[C:5](=[CH:6][CH:7]=[CH:8][CH:9]=2)[C:4](=[O:11])[N:3]1[CH2:12][C@@H:13]([NH:33][C:34](=[O:40])OC(C)(C)C)[CH2:14][C:15]1[CH:20]=[CH:19][C:18]([C:21]2[N:22]=[C:23]3[C:28]([CH:29]([OH:31])[CH3:30])=[CH:27][CH:26]=[CH:25][N:24]3[CH:32]=2)=[CH:17][CH:16]=1.Cl.O1CCOCC1.C(N(CC)C(C)C)(C)C.[Cl:57][C:58]1[CH:59]=[C:60]([CH:75]=[CH:76][C:77]=1[O:78][CH:79]([CH3:81])[CH3:80])C(OC1C(F)=C(F)C(F)=C(F)C=1F)=O. The catalyst is O. The yield is 1.00.